The task is: Predict the reaction yield, written as a fraction of the theoretical maximum amount of product (1.0 means a 100% yield; for example, 0.34 means a 34% yield).. This data is from Reaction yield outcomes from USPTO patents with 853,638 reactions. (1) The reactants are [CH3:1][CH:2]([CH3:18])[C:3]([NH:5][C:6]1[CH:11]=[CH:10][C:9]([CH:12]2[CH2:17][CH2:16][NH:15][CH2:14][CH2:13]2)=[CH:8][CH:7]=1)=[O:4].Br[CH2:20][CH2:21][CH2:22][NH:23][C:24](=[O:38])[CH:25]([C:32]1[CH:37]=[CH:36][CH:35]=[CH:34][CH:33]=1)[C:26]1[CH:31]=[CH:30][CH:29]=[CH:28][CH:27]=1.C([O-])([O-])=O.[K+].[K+].N[C@H](C(O)=O)CC1C=C2C(C=CC=C2)=CC=1. The catalyst is CN(C=O)C. The product is [C:26]1([CH:25]([C:32]2[CH:37]=[CH:36][CH:35]=[CH:34][CH:33]=2)[C:24]([NH:23][CH2:22][CH2:21][CH2:20][N:15]2[CH2:16][CH2:17][CH:12]([C:9]3[CH:10]=[CH:11][C:6]([NH:5][C:3](=[O:4])[CH:2]([CH3:18])[CH3:1])=[CH:7][CH:8]=3)[CH2:13][CH2:14]2)=[O:38])[CH:27]=[CH:28][CH:29]=[CH:30][CH:31]=1. The yield is 0.320. (2) The reactants are [CH:1](=[O:9])[C:2]1[C:3](=[CH:5][CH:6]=[CH:7][CH:8]=1)[OH:4].[N+](C1C=C(S(O[CH2:23][C@@H:24]2[CH2:26][O:25]2)(=O)=O)C=CC=1)([O-])=O.C([O-])([O-])=O.[Cs+].[Cs+].O. The catalyst is CN(C=O)C. The product is [O:25]1[CH2:26][C@H:24]1[CH2:23][O:4][C:3]1[CH:5]=[CH:6][CH:7]=[CH:8][C:2]=1[CH:1]=[O:9]. The yield is 0.760. (3) The reactants are CCN=C=NCCCN(C)C.Cl.Cl.[CH3:14][O:15][C:16](=[O:24])[C@@H:17]([NH2:23])[C@H:18]([N:20]=[N+:21]=[N-:22])[CH3:19].C1C=CC2N(O)N=NC=2C=1.[CH2:35]([C:37]1[CH:42]=[CH:41][C:40]([C:43]2[CH:48]=[CH:47][C:46]([C:49](O)=[O:50])=[CH:45][CH:44]=2)=[CH:39][CH:38]=1)[CH3:36].CCN(C(C)C)C(C)C. The catalyst is C(Cl)Cl.CCCCCC.CCOC(C)=O. The product is [CH3:14][O:15][C:16](=[O:24])[C@@H:17]([NH:23][C:49]([C:46]1[CH:45]=[CH:44][C:43]([C:40]2[CH:41]=[CH:42][C:37]([CH2:35][CH3:36])=[CH:38][CH:39]=2)=[CH:48][CH:47]=1)=[O:50])[C@H:18]([N:20]=[N+:21]=[N-:22])[CH3:19]. The yield is 0.670. (4) The yield is 0.550. The reactants are [CH3:1][O:2][C:3](=[O:21])[C:4]1[CH:9]=[C:8]([C:10](=[O:12])[CH3:11])[CH:7]=[CH:6][C:5]=1[O:13][CH2:14][C:15]1[CH:20]=[CH:19][CH:18]=[CH:17][CH:16]=1.[Br:22]Br.C(OCC)C. The product is [CH3:1][O:2][C:3](=[O:21])[C:4]1[CH:9]=[C:8]([C:10](=[O:12])[CH2:11][Br:22])[CH:7]=[CH:6][C:5]=1[O:13][CH2:14][C:15]1[CH:16]=[CH:17][CH:18]=[CH:19][CH:20]=1. The catalyst is C(Cl)(Cl)Cl.C1(C)C=CC=CC=1. (5) The reactants are [CH2:1]=[CH:2][C@@H:3]1[C@:20]2([CH3:21])[C@H:6]([C@H:7]3[C@H:17]([CH2:18][CH2:19]2)[C@:15]2([CH3:16])[C:10](=[CH:11][C:12](=[O:22])[CH2:13][CH2:14]2)[CH2:9][CH2:8]3)[CH2:5][CH2:4]1.ClC1C(=O)C(C#N)=C(C#N)C(=O)C=1Cl. The catalyst is C1C=CC=CC=1.C(OCC)C. The product is [CH2:1]=[CH:2][C@@H:3]1[C@:20]2([CH3:21])[C@H:6]([C@H:7]3[C@H:17]([CH2:18][CH2:19]2)[C@:15]2([CH3:16])[C:10](=[CH:11][C:12](=[O:22])[CH:13]=[CH:14]2)[CH2:9][CH2:8]3)[CH2:5][CH2:4]1. The yield is 0.220. (6) The reactants are [Cl:1][C:2]1[C:7]([Cl:8])=[CH:6][CH:5]=[CH:4][C:3]=1/[CH:9]=[CH:10]/[C:11]([C:13]1[CH:18]=[CH:17][C:16]([OH:19])=[C:15]([CH3:20])[CH:14]=1)=O.[NH2:21][C:22]([NH2:24])=[O:23]. The catalyst is Cl.O1CCOCC1. The product is [Cl:1][C:2]1[C:7]([Cl:8])=[CH:6][CH:5]=[CH:4][C:3]=1[C:9]1[NH:24][C:22](=[O:23])[N:21]=[C:11]([C:13]2[CH:18]=[CH:17][C:16]([OH:19])=[C:15]([CH3:20])[CH:14]=2)[CH:10]=1. The yield is 0.250. (7) The reactants are [Br:1][C:2]1[N:7]=[C:6]2[N:8]([CH:12]([CH2:15][CH3:16])[CH2:13][CH3:14])[C:9]([OH:11])=[N:10][C:5]2=[N:4][CH:3]=1.C(N(CC)CC)C.[CH3:24][C:25]([O:28][C:29](O[C:29]([O:28][C:25]([CH3:27])([CH3:26])[CH3:24])=[O:30])=[O:30])([CH3:27])[CH3:26]. The catalyst is C(Cl)Cl. The product is [Br:1][C:2]1[N:7]=[C:6]2[N:8]([CH:12]([CH2:15][CH3:16])[CH2:13][CH3:14])[C:9](=[O:11])[N:10]([C:29]([O:28][C:25]([CH3:27])([CH3:26])[CH3:24])=[O:30])[C:5]2=[N:4][CH:3]=1. The yield is 0.250.